From a dataset of Forward reaction prediction with 1.9M reactions from USPTO patents (1976-2016). Predict the product of the given reaction. (1) Given the reactants [NH2:1][C:2]1[CH:3]=[C:4]2[C:9](=[CH:10][CH:11]=1)[N:8]([CH2:12][CH2:13][CH:14]1[CH2:16][CH2:15]1)[C:7](=[O:17])[C:6]([C:18]1[NH:23][C:22]3[CH:24]=[CH:25][CH:26]=[CH:27][C:21]=3[S:20](=[O:29])(=[O:28])[N:19]=1)=[C:5]2[OH:30].C([O-])(=O)C.[Na+].C(O)(=O)C.[O:40]1[CH:44]=[CH:43][CH:42]=[C:41]1[CH:45]=O.C([BH3-])#N.[Na+], predict the reaction product. The product is: [CH:14]1([CH2:13][CH2:12][N:8]2[C:9]3[C:4](=[CH:3][C:2]([NH:1][CH2:45][C:41]4[O:40][CH:44]=[CH:43][CH:42]=4)=[CH:11][CH:10]=3)[C:5]([OH:30])=[C:6]([C:18]3[NH:23][C:22]4[CH:24]=[CH:25][CH:26]=[CH:27][C:21]=4[S:20](=[O:29])(=[O:28])[N:19]=3)[C:7]2=[O:17])[CH2:16][CH2:15]1. (2) Given the reactants C([O:4][C@H:5]1[CH2:22][CH2:21][C@@:20]2([CH3:23])[C@@H:7]([CH2:8][CH2:9][C@:10]3([CH3:51])[C@@H:19]2[CH2:18][CH2:17][C@H:16]2[C@@:11]3([CH3:50])[CH2:12][CH2:13][C@@:14]3([C:30]([CH:32]4[CH2:37][CH2:36][C:35]([CH2:43][C:44]5[CH:49]=[CH:48][CH:47]=[CH:46][CH:45]=5)([C:38]([O:40][CH2:41][CH3:42])=[O:39])[CH2:34][CH2:33]4)=[O:31])[CH2:26][CH2:25][C@@H:24]([C:27]([CH3:29])=[CH2:28])[C@@H:15]32)[C:6]1([CH3:53])[CH3:52])(=O)C.C1COCC1.[OH-].[Na+], predict the reaction product. The product is: [CH2:43]([C:35]1([C:38]([O:40][CH2:41][CH3:42])=[O:39])[CH2:36][CH2:37][CH:32]([C:30]([C@:14]23[CH2:26][CH2:25][C@@H:24]([C:27]([CH3:29])=[CH2:28])[C@@H:15]2[C@@H:16]2[C@@:11]([CH3:50])([CH2:12][CH2:13]3)[C@@:10]3([CH3:51])[C@@H:19]([C@:20]4([CH3:23])[C@@H:7]([CH2:8][CH2:9]3)[C:6]([CH3:52])([CH3:53])[C@@H:5]([OH:4])[CH2:22][CH2:21]4)[CH2:18][CH2:17]2)=[O:31])[CH2:33][CH2:34]1)[C:44]1[CH:45]=[CH:46][CH:47]=[CH:48][CH:49]=1. (3) Given the reactants Br[C:2]1[CH:3]=[C:4]2[C:9](=[CH:10][CH:11]=1)[N:8]=[CH:7][C:6]([C:12]([CH:14]1[CH2:16][CH2:15]1)=[O:13])=[C:5]2[NH:17][C@H:18]1[CH2:23][CH2:22][C@H:21]([CH2:24][NH:25][C:26](=[O:32])[O:27][C:28]([CH3:31])([CH3:30])[CH3:29])[CH2:20][CH2:19]1.[Cl:33][C:34]1[CH:39]=[C:38](B2OC(C)(C)C(C)(C)O2)[CH:37]=[C:36]([Cl:49])[C:35]=1[OH:50], predict the reaction product. The product is: [CH:14]1([C:12]([C:6]2[CH:7]=[N:8][C:9]3[C:4]([C:5]=2[NH:17][C@H:18]2[CH2:19][CH2:20][C@H:21]([CH2:24][NH:25][C:26](=[O:32])[O:27][C:28]([CH3:29])([CH3:31])[CH3:30])[CH2:22][CH2:23]2)=[CH:3][C:2]([C:38]2[CH:39]=[C:34]([Cl:33])[C:35]([OH:50])=[C:36]([Cl:49])[CH:37]=2)=[CH:11][CH:10]=3)=[O:13])[CH2:16][CH2:15]1. (4) The product is: [C:29]([O:28][C:26]([NH:25][CH:15]1[C:14](=[O:33])[N:13]2[CH:9]([CH2:10][CH:11]([O:34][C:35]3[C:44]4[C:39](=[CH:40][CH:41]=[CH:42][CH:43]=4)[CH:38]=[CH:37][N:36]=3)[CH2:12]2)[C:8](=[O:45])[NH:7][C:6]2([C:4]([OH:5])=[O:3])[CH:23]([CH2:24]2)[CH:22]=[CH:21][CH2:20][CH2:19][CH2:18][CH2:17][CH2:16]1)=[O:27])([CH3:32])([CH3:30])[CH3:31]. Given the reactants C([O:3][C:4]([C:6]12[CH2:24][CH:23]1[CH:22]=[CH:21][CH2:20][CH2:19][CH2:18][CH2:17][CH2:16][CH:15]([NH:25][C:26]([O:28][C:29]([CH3:32])([CH3:31])[CH3:30])=[O:27])[C:14](=[O:33])[N:13]1[CH:9]([CH2:10][CH:11]([O:34][C:35]3[C:44]4[C:39](=[CH:40][CH:41]=[CH:42][CH:43]=4)[CH:38]=[CH:37][N:36]=3)[CH2:12]1)[C:8](=[O:45])[NH:7]2)=[O:5])C.C1COCC1.CO.O.[OH-].[Li+], predict the reaction product. (5) Given the reactants O.[NH2:2][NH2:3].[Cl:4][C:5]1[N:6]=[C:7]2[CH:15]=[CH:14][C:13]([Cl:16])=[N:12][C:8]2=[N:9][C:10]=1Cl.CCO, predict the reaction product. The product is: [Cl:4][C:5]1[N:6]=[C:7]2[CH:15]=[CH:14][C:13]([Cl:16])=[N:12][C:8]2=[N:9][C:10]=1[NH:2][NH2:3]. (6) Given the reactants I[C:2]1[CH:8]=[CH:7][C:5]([NH2:6])=[CH:4][CH:3]=1.O=C1O[C@H]([C@H](CO)O)C(O)=C1O.[Na].[N-:22]=[N+:23]=[N-:24].[Na+].CNCCNC, predict the reaction product. The product is: [N:22]([C:2]1[CH:8]=[CH:7][C:5]([NH2:6])=[CH:4][CH:3]=1)=[N+:23]=[N-:24]. (7) Given the reactants [H-].C([Al+]CC(C)C)C(C)C.C(O[C:14](=O)[CH:15]([CH2:21][CH3:22])[C:16]([O:18][CH2:19][CH3:20])=[O:17])C.[F:24][C:25]1[CH:32]=[CH:31][C:28]([CH2:29][NH2:30])=[CH:27][CH:26]=1.C([BH3-])#N.[Na+], predict the reaction product. The product is: [CH2:19]([O:18][C:16](=[O:17])[CH:15]([CH2:14][NH:30][CH2:29][C:28]1[CH:31]=[CH:32][C:25]([F:24])=[CH:26][CH:27]=1)[CH2:21][CH3:22])[CH3:20]. (8) Given the reactants CS([O:5][CH2:6][CH2:7][CH2:8][C:9]1[O:13][N:12]=[C:11]([C:14]2[CH:19]=[CH:18][C:17]([C:20]([F:23])([F:22])[F:21])=[CH:16][CH:15]=2)[CH:10]=1)(=O)=O.[I-].[Na+].O[C:27]1[CH:28]=[C:29]([CH2:33][C:34]([O:36]C)=[O:35])[CH:30]=[CH:31][CH:32]=1.C(=O)([O-])[O-].[K+].[K+].Cl, predict the reaction product. The product is: [F:21][C:20]([F:23])([F:22])[C:17]1[CH:18]=[CH:19][C:14]([C:11]2[CH:10]=[C:9]([CH2:8][CH2:7][CH2:6][O:5][C:27]3[CH:28]=[C:29]([CH2:33][C:34]([OH:36])=[O:35])[CH:30]=[CH:31][CH:32]=3)[O:13][N:12]=2)=[CH:15][CH:16]=1. (9) Given the reactants [CH3:1][CH:2]([CH3:10])[CH2:3][CH2:4][CH2:5][CH2:6][CH2:7][CH2:8]O.C1(P(C2C=CC=CC=2)C2C=CC=CC=2)C=CC=CC=1.C1C(=O)N([Br:37])C(=O)C1, predict the reaction product. The product is: [Br:37][CH2:8][CH2:7][CH2:6][CH2:5][CH2:4][CH2:3][CH:2]([CH3:10])[CH3:1]. (10) Given the reactants [C:1]([CH:3]([C:7]1[C:8]([CH2:24][CH:25]2[CH2:27][CH2:26]2)=[C:9]([C:20]([O:22][CH3:23])=[O:21])[C:10]([CH:17]([F:19])[F:18])=[N:11][C:12]=1[C:13]([F:16])([F:15])[F:14])[CH2:4][CH:5]=[CH2:6])#N.[H-].C([Al+]CC(C)C)C(C)C.Cl.CC[O:41]CC, predict the reaction product. The product is: [CH:25]1([CH2:24][C:8]2[C:7]([CH:3]([CH:1]=[O:41])[CH2:4][CH:5]=[CH2:6])=[C:12]([C:13]([F:15])([F:16])[F:14])[N:11]=[C:10]([CH:17]([F:18])[F:19])[C:9]=2[C:20]([O:22][CH3:23])=[O:21])[CH2:26][CH2:27]1.